The task is: Predict the reactants needed to synthesize the given product.. This data is from Full USPTO retrosynthesis dataset with 1.9M reactions from patents (1976-2016). (1) Given the product [NH2:37][C:33]1([C:30]2[CH:31]=[CH:32][C:27]([C:26]3[N:12]4[C:13]5[CH:25]=[CH:24][CH:23]=[N:22][C:14]=5[NH:15][C:16]5[CH:21]=[CH:20][CH:19]=[CH:18][C:17]=5[C:11]4=[N:10][C:9]=3[C:6]3[CH:7]=[N:8][C:3]([OH:2])=[N:4][CH:5]=3)=[CH:28][CH:29]=2)[CH2:36][CH2:35][CH2:34]1, predict the reactants needed to synthesize it. The reactants are: C[O:2][C:3]1[N:8]=[CH:7][C:6]([C:9]2[N:10]=[C:11]3[C:17]4[CH:18]=[CH:19][CH:20]=[CH:21][C:16]=4[NH:15][C:14]4[N:22]=[CH:23][CH:24]=[CH:25][C:13]=4[N:12]3[C:26]=2[C:27]2[CH:32]=[CH:31][C:30]([C:33]3([NH:37]C(=O)OC(C)(C)C)[CH2:36][CH2:35][CH2:34]3)=[CH:29][CH:28]=2)=[CH:5][N:4]=1.Cl.O1CCOCC1. (2) Given the product [OH:37][C:30]1[CH2:35][CH2:34][CH2:33][C:32](=[O:36])[C:31]=1[C:11]([C:10]1[C:9]([CH2:8][N:4]2[N:3]=[C:2]([CH3:1])[O:6][C:5]2=[O:7])=[N:17][C:16]([C:18]([F:21])([F:20])[F:19])=[CH:15][CH:14]=1)=[O:13], predict the reactants needed to synthesize it. The reactants are: [CH3:1][C:2]1[O:6][C:5](=[O:7])[N:4]([CH2:8][C:9]2[N:17]=[C:16]([C:18]([F:21])([F:20])[F:19])[CH:15]=[CH:14][C:10]=2[C:11]([OH:13])=O)[N:3]=1.ClC(N(C)C)=C(C)C.[C:30]1(=[O:37])[CH2:35][CH2:34][CH2:33][C:32](=[O:36])[CH2:31]1.C(N(CC)CC)C.CC(C)(O)C#N.